From a dataset of HIV replication inhibition screening data with 41,000+ compounds from the AIDS Antiviral Screen. Binary Classification. Given a drug SMILES string, predict its activity (active/inactive) in a high-throughput screening assay against a specified biological target. (1) The molecule is C=CCNc1ncnc2sc(SC)nc12. The result is 0 (inactive). (2) The compound is COc1ccc(CCNC(=O)C(=Cc2ccc3c(c2)OCO3)NC(=O)c2ccccc2)cc1OC. The result is 0 (inactive). (3) The drug is CCCn1c(=O)c2ccccc2[n+]2c(-c3ccc([N+](=O)[O-])cc3)csc12.[Br-]. The result is 0 (inactive). (4) The drug is O=C(CC1=Nc2nnc(CCCCCCCc3nnc4n3C(=O)C(CC(=O)c3ccc5ccccc5c3)=N4)n2C1=O)c1ccc2ccccc2c1. The result is 0 (inactive). (5) The drug is CC1=C(C(=O)Nc2ccccc2C)C(c2ccc(C3C(C(=O)Nc4ccccc4C)=C(C)NC(C)=C3C(=O)Nc3ccccc3C)cc2)C(C(=O)Nc2ccccc2C)=C(C)N1. The result is 0 (inactive).